The task is: Predict the reaction yield, written as a fraction of the theoretical maximum amount of product (1.0 means a 100% yield; for example, 0.34 means a 34% yield).. This data is from Reaction yield outcomes from USPTO patents with 853,638 reactions. (1) The reactants are [Br:1][C:2]1[CH:3]=[C:4]2[C:9](=[N:10][CH:11]=1)[NH:8][C:7](=[O:12])[CH:6]=[CH:5]2.[H-].[Na+].[CH3:15][Si:16]([CH2:19][CH2:20][O:21][CH2:22]Cl)([CH3:18])[CH3:17]. The catalyst is CN(C=O)C.[Cl-].[NH4+]. The product is [Br:1][C:2]1[CH:3]=[C:4]2[C:9](=[N:10][CH:11]=1)[N:8]([CH2:22][O:21][CH2:20][CH2:19][Si:16]([CH3:18])([CH3:17])[CH3:15])[C:7](=[O:12])[CH:6]=[CH:5]2. The yield is 0.760. (2) The catalyst is CO.C(Cl)Cl. The reactants are [F:1][C:2]1[CH:7]=[CH:6][CH:5]=[C:4]([F:8])[C:3]=1[NH:9][C:10](=[O:47])[C:11]1[CH:16]=[CH:15][CH:14]=[C:13]([C:17]2[N:18]=[C:19]3[CH:24]=[CH:23][CH:22]=[CH:21][N:20]3[C:25]=2[C:26]2[CH:31]=[CH:30][N:29]=[C:28]([NH:32]C3C=CC(OC4CCNCC4)=CC=3C)[N:27]=2)[CH:12]=1.[CH3:48][O:49][C:50]1[CH:56]=[C:55]([N:57]2[CH2:62][CH2:61][N:60]([S:63]([CH3:66])(=[O:65])=[O:64])[CH2:59][CH2:58]2)[CH:54]=[CH:53][C:51]=1N.C1(C)C=CC(S(O)(=O)=O)=CC=1.[CH2:78]([OH:83])[C:79](F)(F)F.N. The product is [F:8][C:4]1[CH:5]=[CH:6][CH:7]=[C:2]([F:1])[C:3]=1[NH:9][C:10](=[O:47])[C:11]1[CH:12]=[C:13]([C:17]2[N:18]=[C:19]3[CH:24]=[CH:23][CH:22]=[CH:21][N:20]3[C:25]=2[C:26]2[CH:31]=[CH:30][N:29]=[C:28]([NH:32][C:51]3[CH:53]=[CH:54][C:55]([N:57]4[CH2:62][CH2:61][N:60]([S:63]([CH3:66])(=[O:65])=[O:64])[CH2:59][CH2:58]4)=[CH:56][C:50]=3[O:49][CH3:48])[N:27]=2)[CH:14]=[CH:15][C:16]=1[O:83][CH2:78][CH3:79]. The yield is 0.560. (3) The reactants are [NH:1]1[C@H:5]2[CH2:6][N:7]([C:10]([O:12][CH2:13][C:14]3[CH:19]=[CH:18][CH:17]=[CH:16][CH:15]=3)=[O:11])[CH2:8][CH2:9][C@H:4]2[CH2:3][CH2:2]1.N1[C@@H]2CN(C(OCC3C=CC=CC=3)=O)CC[C@@H]2CC1.N1(C(OC(C)(C)C)=O)[C@H]2CNCC[C@H]2CC1.Cl. The catalyst is C(Cl)Cl.O1CCOCC1. The product is [NH:1]1[CH:5]2[CH2:6][N:7]([C:10]([O:12][CH2:13][C:14]3[CH:19]=[CH:18][CH:17]=[CH:16][CH:15]=3)=[O:11])[CH2:8][CH2:9][CH:4]2[CH2:3][CH2:2]1. The yield is 0.850.